This data is from Rat liver microsome stability data. The task is: Regression/Classification. Given a drug SMILES string, predict its absorption, distribution, metabolism, or excretion properties. Task type varies by dataset: regression for continuous measurements (e.g., permeability, clearance, half-life) or binary classification for categorical outcomes (e.g., BBB penetration, CYP inhibition). Dataset: rlm. (1) The molecule is Cc1noc(-c2ccc3c(c2)c2c(n3CCCSc3ccc(F)c(F)c3)CCCC2)n1. The result is 1 (stable in rat liver microsomes). (2) The drug is COc1ccc(NC(=O)c2cccnc2C)cc1S(=O)(=O)Nc1ccc(Br)cc1. The result is 1 (stable in rat liver microsomes). (3) The drug is N#Cc1ccc(-c2csc(N3CCC(C(N)=O)CC3)n2)cc1. The result is 1 (stable in rat liver microsomes). (4) The drug is O=C(NCc1ccco1)c1nc2nc(-c3cccs3)cc(C(F)(F)F)n2n1. The result is 0 (unstable in rat liver microsomes). (5) The drug is Cc1ccc2c(NCc3ccc(NC(=O)c4ccc(F)cc4)cc3)nc(N3CCOCC3)nc2c1. The result is 1 (stable in rat liver microsomes). (6) The drug is O=S(=O)(Nc1ccc(C2CCNCC2)cc1)c1ccc(NCc2cccc(Cl)c2O)cc1. The result is 1 (stable in rat liver microsomes). (7) The compound is COc1ccc(C(=O)N2CCN(c3ccncn3)CC2)cc1C#Cc1ccccn1. The result is 1 (stable in rat liver microsomes). (8) The drug is Cc1cnc(-c2ccccc2C(F)F)nc1NCC1CN(c2cnccn2)C1. The result is 1 (stable in rat liver microsomes). (9) The molecule is CS(=O)(=O)c1ccc(C(CCNC(=O)c2ccc(C#N)cc2)c2ccc(F)cc2)cc1. The result is 0 (unstable in rat liver microsomes). (10) The result is 1 (stable in rat liver microsomes). The compound is CN(C)CC(O)CCN1c2ccccc2N(c2ccccc2)S1(=O)=O.